This data is from Serine/threonine kinase 33 screen with 319,792 compounds. The task is: Binary Classification. Given a drug SMILES string, predict its activity (active/inactive) in a high-throughput screening assay against a specified biological target. (1) The molecule is ClC12CC3(CC(C1)CC(C3)C2)C(=O)N(CC(=O)Nc1cc(OC)ccc1)C. The result is 0 (inactive). (2) The compound is S(=O)(=O)(NCC(OCC)=O)Cc1ccccc1. The result is 0 (inactive).